Dataset: Full USPTO retrosynthesis dataset with 1.9M reactions from patents (1976-2016). Task: Predict the reactants needed to synthesize the given product. (1) Given the product [CH3:63][O:62][C:59]1[CH:60]=[CH:61][C:56]([C:9]([C:6]2[CH:7]=[CH:8][C:3]([O:2][CH3:1])=[CH:4][CH:5]=2)([C:50]2[CH:51]=[CH:52][CH:53]=[CH:54][CH:55]=2)[O:10][CH2:11][CH2:12][CH2:13][N:14]([C:32]2[CH:37]=[CH:36][C:35]([N:38]=[N:39][C:40]3[CH:45]=[CH:44][C:43]([N+:46]([O-:48])=[O:47])=[CH:42][C:41]=3[Cl:49])=[CH:34][CH:33]=2)[CH2:15][CH2:16][CH2:17][C:18]([N:86]2[C:80]3[C:81](=[C:82]4[C:77](=[CH:78][CH:79]=3)[NH:76][CH:75]([C:73]([O:72][CH3:71])=[O:74])[CH2:83]4)[CH:84]=[CH:85]2)=[O:19])=[CH:57][CH:58]=1, predict the reactants needed to synthesize it. The reactants are: [CH3:1][O:2][C:3]1[CH:8]=[CH:7][C:6]([C:9]([C:56]2[CH:61]=[CH:60][C:59]([O:62][CH3:63])=[CH:58][CH:57]=2)([C:50]2[CH:55]=[CH:54][CH:53]=[CH:52][CH:51]=2)[O:10][CH2:11][CH2:12][CH2:13][N:14]([C:32]2[CH:37]=[CH:36][C:35]([N:38]=[N:39][C:40]3[CH:45]=[CH:44][C:43]([N+:46]([O-:48])=[O:47])=[CH:42][C:41]=3[Cl:49])=[CH:34][CH:33]=2)[CH2:15][CH2:16][CH2:17][C:18](OC2C(F)=C(F)C(F)=C(F)C=2F)=[O:19])=[CH:5][CH:4]=1.C(N(CC)CC)C.[CH3:71][O:72][C:73]([CH:75]1[CH2:83][C:82]2[C:77](=[CH:78][CH:79]=[C:80]3[NH:86][CH:85]=[CH:84][C:81]3=2)[NH:76]1)=[O:74]. (2) Given the product [NH:1]1[C:9]2[C:4](=[CH:5][CH:6]=[CH:7][CH:8]=2)[C:3]([CH2:10][N:11]2[CH2:16][CH2:15][CH2:14][C:13]3([CH2:21][CH2:20][N:19]([C:24]4[N:29]=[C:28]([CH3:30])[CH:27]=[CH:26][N:25]=4)[CH2:18][CH2:17]3)[C:12]2=[O:22])=[CH:2]1, predict the reactants needed to synthesize it. The reactants are: [NH:1]1[C:9]2[C:4](=[CH:5][CH:6]=[CH:7][CH:8]=2)[C:3]([CH2:10][N:11]2[CH2:16][CH2:15][CH2:14][C:13]3([CH2:21][CH2:20][NH:19][CH2:18][CH2:17]3)[C:12]2=[O:22])=[CH:2]1.Cl[C:24]1[N:29]=[C:28]([CH3:30])[CH:27]=[CH:26][N:25]=1. (3) Given the product [Cl:24][C:21]1[CH:22]=[CH:23][C:18]2[N:19]([CH:2]=[C:3]([C:5]3[C:6]([C:11]4[CH:16]=[CH:15][CH:14]=[CH:13][CH:12]=4)=[N:7][O:8][C:9]=3[CH3:10])[N:17]=2)[CH:20]=1, predict the reactants needed to synthesize it. The reactants are: Br[CH2:2][C:3]([C:5]1[C:6]([C:11]2[CH:16]=[CH:15][CH:14]=[CH:13][CH:12]=2)=[N:7][O:8][C:9]=1[CH3:10])=O.[NH2:17][C:18]1[CH:23]=[CH:22][C:21]([Cl:24])=[CH:20][N:19]=1. (4) Given the product [CH3:1][O:2][C:3](=[O:53])[C@@H:4]([NH:20][C:21]([C@@H:23]1[CH2:32][C:31]2[CH:30]=[C:29]3[O:33][CH2:34][C@H:35]([C:37]4[CH:42]=[CH:41][C:40]([O:43][CH2:44][C:45]5[CH:50]=[CH:49][C:48]([Cl:51])=[C:47]([Cl:52])[CH:46]=5)=[CH:39][CH:38]=4)[O:36][C:28]3=[CH:27][C:26]=2[CH2:25][N:24]1[S:64]([C:60]1[S:59][C:58]([NH:57][C:54](=[O:56])[CH3:55])=[N:62][C:61]=1[CH3:63])(=[O:65])=[O:66])=[O:22])[CH2:5][C:6]1[CH:11]=[CH:10][C:9]([C:12]2[CH:13]=[CH:14][C:15]([C:18]#[N:19])=[CH:16][CH:17]=2)=[CH:8][CH:7]=1, predict the reactants needed to synthesize it. The reactants are: [CH3:1][O:2][C:3](=[O:53])[C@@H:4]([NH:20][C:21]([C@@H:23]1[CH2:32][C:31]2[CH:30]=[C:29]3[O:33][CH2:34][C@H:35]([C:37]4[CH:42]=[CH:41][C:40]([O:43][CH2:44][C:45]5[CH:50]=[CH:49][C:48]([Cl:51])=[C:47]([Cl:52])[CH:46]=5)=[CH:39][CH:38]=4)[O:36][C:28]3=[CH:27][C:26]=2[CH2:25][NH:24]1)=[O:22])[CH2:5][C:6]1[CH:11]=[CH:10][C:9]([C:12]2[CH:17]=[CH:16][C:15]([C:18]#[N:19])=[CH:14][CH:13]=2)=[CH:8][CH:7]=1.[C:54]([NH:57][C:58]1[S:59][C:60]([S:64](Cl)(=[O:66])=[O:65])=[C:61]([CH3:63])[N:62]=1)(=[O:56])[CH3:55]. (5) Given the product [C:16]([NH:19][C:20]1[S:24][C:23]2[C:25]([O:30][CH2:9][CH2:10][N:11]([CH2:14][CH3:15])[CH2:12][CH3:13])=[C:26]([Br:29])[CH:27]=[CH:28][C:22]=2[C:21]=1[C:31]([O:33][CH2:34][CH3:35])=[O:32])(=[O:18])[CH3:17], predict the reactants needed to synthesize it. The reactants are: C(=O)([O-])[O-].[K+].[K+].Cl.Cl[CH2:9][CH2:10][N:11]([CH2:14][CH3:15])[CH2:12][CH3:13].[C:16]([NH:19][C:20]1[S:24][C:23]2[C:25]([OH:30])=[C:26]([Br:29])[CH:27]=[CH:28][C:22]=2[C:21]=1[C:31]([O:33][CH2:34][CH3:35])=[O:32])(=[O:18])[CH3:17]. (6) The reactants are: C(O[C:4]([C:6]1[C:7]([OH:26])=[C:8]2[CH:16]=[CH:15][N:14]([CH2:17][C:18]3[CH:23]=[CH:22][C:21](OC)=[CH:20]C=3)[C:9]2=[C:10]([C:12]#[N:13])[N:11]=1)=[O:5])C.[NH2:27][CH2:28][C:29]([OH:31])=[O:30].[CH3:32][O-:33].[Na+].CO. Given the product [C:12]([C:10]1[N:11]=[C:6]([C:4]([NH:27][CH2:28][C:29]([OH:31])=[O:30])=[O:5])[C:7]([OH:26])=[C:8]2[CH:16]=[CH:15][N:14]([C:17]3[CH:18]=[CH:23][C:22]([O:33][CH3:32])=[CH:21][CH:20]=3)[C:9]=12)#[N:13], predict the reactants needed to synthesize it. (7) Given the product [NH2:7][CH2:8][CH:9]1[CH2:14][CH2:13][N:12]([CH2:15][C:16]2([OH:22])[CH2:21][CH2:20][O:19][CH2:18][CH2:17]2)[CH2:11][CH2:10]1, predict the reactants needed to synthesize it. The reactants are: C(OC(=O)[NH:7][CH2:8][CH:9]1[CH2:14][CH2:13][N:12]([CH2:15][C:16]2([OH:22])[CH2:21][CH2:20][O:19][CH2:18][CH2:17]2)[CH2:11][CH2:10]1)(C)(C)C.Cl.O1CCOCC1. (8) Given the product [CH2:1]([O:8][C:9]([N:11]1[CH2:15][CH2:14][CH2:13][CH:12]1[CH2:16][C:17]1[C:21]2[CH:22]=[CH:23][CH:24]=[CH:25][C:20]=2[O:19][C:18]=1[CH:29]=[CH:28][C:27]([O:31][CH2:32][CH3:33])=[O:30])=[O:10])[C:2]1[CH:7]=[CH:6][CH:5]=[CH:4][CH:3]=1, predict the reactants needed to synthesize it. The reactants are: [CH2:1]([O:8][C:9]([N:11]1[CH2:15][CH2:14][CH2:13][CH:12]1[CH2:16][C:17]1[C:21]2[CH:22]=[CH:23][CH:24]=[CH:25][C:20]=2[O:19][C:18]=1Br)=[O:10])[C:2]1[CH:7]=[CH:6][CH:5]=[CH:4][CH:3]=1.[C:27]([O:31][CH2:32][CH3:33])(=[O:30])[CH:28]=[CH2:29].C([O-])(O)=O.[Na+].